From a dataset of Reaction yield outcomes from USPTO patents with 853,638 reactions. Predict the reaction yield, written as a fraction of the theoretical maximum amount of product (1.0 means a 100% yield; for example, 0.34 means a 34% yield). (1) The reactants are [CH3:1][O:2][C:3](=[O:26])[CH:4]([C:17]1[CH:22]=[CH:21][C:20]([C:23]#[N:24])=[C:19](Br)[CH:18]=1)[C:5]1[CH:10]=[C:9]([O:11][CH3:12])[C:8]([O:13][CH3:14])=[C:7]([O:15][CH3:16])[CH:6]=1.[NH2:27][C@H:28]1[CH2:33][CH2:32][C@H:31]([OH:34])[CH2:30][CH2:29]1.CC(C)([O-])C.[Na+]. The catalyst is C1(C)C=CC=CC=1.CC(O)=O.CC(O)=O.[Pd].C1C=CC(P(C2C=CC=CC=2)[C-]2C=CC=C2)=CC=1.C1C=CC(P(C2C=CC=CC=2)[C-]2C=CC=C2)=CC=1.[Fe+2]. The product is [CH3:1][O:2][C:3](=[O:26])[CH:4]([C:17]1[CH:22]=[CH:21][C:20]([C:23]#[N:24])=[C:19]([NH:27][CH:28]2[CH2:33][CH2:32][CH:31]([OH:34])[CH2:30][CH2:29]2)[CH:18]=1)[C:5]1[CH:10]=[C:9]([O:11][CH3:12])[C:8]([O:13][CH3:14])=[C:7]([O:15][CH3:16])[CH:6]=1. The yield is 0.140. (2) The reactants are [CH2:1]([O:8][C:9]([N:11]1[CH2:16][CH2:15][CH:14]([C:17](=[O:26])[NH:18][C:19]2[CH:24]=[C:23](Cl)[N:22]=[CH:21][N:20]=2)[CH2:13][CH2:12]1)=[O:10])[C:2]1[CH:7]=[CH:6][CH:5]=[CH:4][CH:3]=1.[CH2:27]([O:34][C:35]1[CH:40]=[CH:39][CH:38]=[CH:37][C:36]=1B(O)O)[C:28]1[CH:33]=[CH:32][CH:31]=[CH:30][CH:29]=1.C1(P(C2C=CC=CC=2)C2C=CC=CC=2)C=CC=CC=1. The catalyst is C(=O)([O-])[O-].[Na+].[Na+].O1CCOCC1.C([O-])(=O)C.[Pd+2].C([O-])(=O)C. The product is [CH2:1]([O:8][C:9]([N:11]1[CH2:16][CH2:15][CH:14]([C:17](=[O:26])[NH:18][C:19]2[CH:24]=[C:23]([C:36]3[CH:37]=[CH:38][CH:39]=[CH:40][C:35]=3[O:34][CH2:27][C:28]3[CH:29]=[CH:30][CH:31]=[CH:32][CH:33]=3)[N:22]=[CH:21][N:20]=2)[CH2:13][CH2:12]1)=[O:10])[C:2]1[CH:7]=[CH:6][CH:5]=[CH:4][CH:3]=1. The yield is 0.620. (3) The reactants are [CH:1]1([NH:6][C:7]2[N:12]3[N:13]=[C:14]([C:19]4[CH:24]=[CH:23][C:22]([O:25][CH3:26])=[CH:21][CH:20]=4)[C:15]([C:16](=[O:18])[CH3:17])=[C:11]3[CH:10]=[CH:9][CH:8]=2)[CH2:5][CH2:4][CH2:3][CH2:2]1.O.CO[CH:30](OC)[N:31]([CH3:33])[CH3:32]. No catalyst specified. The product is [CH:1]1([NH:6][C:7]2[N:12]3[N:13]=[C:14]([C:19]4[CH:20]=[CH:21][C:22]([O:25][CH3:26])=[CH:23][CH:24]=4)[C:15]([C:16](=[O:18])/[CH:17]=[CH:30]/[N:31]([CH3:33])[CH3:32])=[C:11]3[CH:10]=[CH:9][CH:8]=2)[CH2:2][CH2:3][CH2:4][CH2:5]1. The yield is 0.930. (4) The reactants are Cl.[CH3:2][O:3][C:4](=[O:8])[C@H:5]([NH2:7])[CH3:6].[F:9][C:10]1[CH:17]=[CH:16][C:13]([CH:14]=O)=[CH:12][CH:11]=1.C(N(CC)CC)C.C(O[BH3-])(=O)C.[Na+].[OH-].[Na+]. The catalyst is ClCCCl. The product is [CH3:2][O:3][C:4](=[O:8])[C@H:5]([NH:7][CH2:14][C:13]1[CH:16]=[CH:17][C:10]([F:9])=[CH:11][CH:12]=1)[CH3:6]. The yield is 0.910.